This data is from Full USPTO retrosynthesis dataset with 1.9M reactions from patents (1976-2016). The task is: Predict the reactants needed to synthesize the given product. (1) Given the product [CH3:19][O:18][C@@H:5]([CH2:6][C:7]1[CH:8]=[CH:9][C:10]([O:13][CH2:14][C:15](=[O:17])[NH:31][CH:22]([CH3:21])[CH2:23][CH2:24][C:25]2[CH:30]=[CH:29][CH:28]=[CH:27][CH:26]=2)=[CH:11][CH:12]=1)[C:4]([OH:3])=[O:20], predict the reactants needed to synthesize it. The reactants are: C([O:3][C:4](=[O:20])[C@@H:5]([O:18][CH3:19])[CH2:6][C:7]1[CH:12]=[CH:11][C:10]([O:13][CH2:14][C:15]([OH:17])=O)=[CH:9][CH:8]=1)C.[CH3:21][CH:22]([NH2:31])[CH2:23][CH2:24][C:25]1[CH:30]=[CH:29][CH:28]=[CH:27][CH:26]=1.C(O[C@@H](CC1C=CC(O[C@@H](C(=O)NCCC2C=CC(OC3C=CC=CC=3)=CC=2)C)=CC=1)C(O)=O)C. (2) Given the product [O:18]=[C:12]([CH2:4][C:3](=[O:5])[C:6]1[CH:11]=[CH:10][CH:9]=[CH:8][CH:7]=1)[C:13]([O:15][CH2:16][CH3:17])=[O:14], predict the reactants needed to synthesize it. The reactants are: [H-].[Na+].[C:3]([C:6]1[CH:11]=[CH:10][CH:9]=[CH:8][CH:7]=1)(=[O:5])[CH3:4].[C:12](OCC)(=[O:18])[C:13]([O:15][CH2:16][CH3:17])=[O:14]. (3) Given the product [CH3:12][N:7]1[C:8]([S:11][CH3:16])=[N:9][N:10]=[C:6]1[CH2:5][CH2:4][CH2:3][CH2:2][OH:1], predict the reactants needed to synthesize it. The reactants are: [OH:1][CH2:2][CH2:3][CH2:4][CH2:5][C:6]1[N:7]([CH3:12])[C:8](=[S:11])[NH:9][N:10]=1.IC.Cl[CH2:16]Cl.C([O-])(O)=O.[Na+]. (4) Given the product [OH:2][CH:1]([C:3]1[CH:4]=[C:5]([CH3:22])[CH:6]=[C:7]2[C:12]=1[O:11][CH:10]([C:13]([F:16])([F:14])[F:15])[C:9]([C:17]([O:19][CH2:20][CH3:21])=[O:18])=[CH:8]2)[CH3:23], predict the reactants needed to synthesize it. The reactants are: [CH:1]([C:3]1[CH:4]=[C:5]([CH3:22])[CH:6]=[C:7]2[C:12]=1[O:11][CH:10]([C:13]([F:16])([F:15])[F:14])[C:9]([C:17]([O:19][CH2:20][CH3:21])=[O:18])=[CH:8]2)=[O:2].[C:23](=O)=O.CC(C)=O.C[Mg]Br. (5) Given the product [Cl:1][C:2]1[CH:10]=[CH:9][C:5]([C:6]([O:8][C:11]2[CH:16]=[CH:15][CH:14]=[CH:13][CH:12]=2)=[O:7])=[CH:4][N:3]=1, predict the reactants needed to synthesize it. The reactants are: [Cl:1][C:2]1[CH:10]=[CH:9][C:5]([C:6]([OH:8])=[O:7])=[CH:4][N:3]=1.[C:11]1(O)[CH:16]=[CH:15][CH:14]=[CH:13][CH:12]=1.C1CCC(N=C=NC2CCCCC2)CC1. (6) Given the product [OH:64][C@H:63]([CH2:62][O:61][C:58]1[CH:59]=[CH:60][C:55]([OH:54])=[CH:56][CH:57]=1)[CH2:65][NH:34][CH2:33][CH2:32][C:29]1[CH:28]=[CH:27][C:26]([NH:25][CH:22]2[CH2:21][CH2:20][N:19]([C:17]([NH:16][CH2:15][CH2:14][C:11]3[CH:10]=[CH:9][C:8]([O:7][C:6](=[O:35])[N:5]([CH3:4])[CH3:36])=[CH:13][CH:12]=3)=[O:18])[CH2:24][CH2:23]2)=[CH:31][CH:30]=1, predict the reactants needed to synthesize it. The reactants are: C(O)=O.[CH3:4][N:5]([CH3:36])[C:6](=[O:35])[O:7][C:8]1[CH:13]=[CH:12][C:11]([CH2:14][CH2:15][NH:16][C:17]([N:19]2[CH2:24][CH2:23][CH:22]([NH:25][C:26]3[CH:31]=[CH:30][C:29]([CH2:32][CH2:33][NH2:34])=[CH:28][CH:27]=3)[CH2:21][CH2:20]2)=[O:18])=[CH:10][CH:9]=1.C([Si]([O:54][C:55]1[CH:60]=[CH:59][C:58]([O:61][CH2:62][CH:63]2[CH2:65][O:64]2)=[CH:57][CH:56]=1)(C1C=CC=CC=1)C1C=CC=CC=1)(C)(C)C. (7) Given the product [CH3:23][O:24][C:13](=[O:30])[C:14]1[CH:15]=[CH:16][C:17]([C:3]2[C:2]([Cl:1])=[CH:7][N:6]=[C:5]([F:8])[CH:4]=2)=[CH:18][CH:19]=1, predict the reactants needed to synthesize it. The reactants are: [Cl:1][C:2]1[C:3](I)=[CH:4][C:5]([F:8])=[N:6][CH:7]=1.C([CH2:13][C:14]1[CH:19]=[CH:18][C:17](B(O)O)=[CH:16][CH:15]=1)(O)=O.[C:23]([O-])([O-])=[O:24].[Na+].[Na+].C(COC)[O:30]C.